Dataset: Reaction yield outcomes from USPTO patents with 853,638 reactions. Task: Predict the reaction yield, written as a fraction of the theoretical maximum amount of product (1.0 means a 100% yield; for example, 0.34 means a 34% yield). (1) The reactants are [NH2:1][C:2]1[N:6]([CH3:7])[C:5](=[O:8])[C:4]([C:21]2[CH:26]=[CH:25][C:24]([F:27])=[C:23](Br)[CH:22]=2)([C:9]2[CH:14]=[CH:13][CH:12]=[C:11]([S:15]([F:20])([F:19])([F:18])([F:17])[F:16])[CH:10]=2)[N:3]=1.[N:29]1[CH:34]=[CH:33][CH:32]=[C:31](B(O)O)[CH:30]=1. No catalyst specified. The product is [NH2:1][C:2]1[N:6]([CH3:7])[C:5](=[O:8])[C:4]([C:21]2[CH:26]=[CH:25][C:24]([F:27])=[C:23]([C:31]3[CH:30]=[N:29][CH:34]=[CH:33][CH:32]=3)[CH:22]=2)([C:9]2[CH:14]=[CH:13][CH:12]=[C:11]([S:15]([F:20])([F:19])([F:18])([F:17])[F:16])[CH:10]=2)[N:3]=1. The yield is 0.480. (2) The reactants are [Cl:1][C:2]1[CH:3]=[C:4]2[C:9](=[CH:10][C:11]=1[O:12][C:13]1[CH:21]=[CH:20][C:16]([C:17](O)=[O:18])=[CH:15][CH:14]=1)[O:8][CH2:7][CH2:6][CH:5]2[C:22]([O:24][CH2:25][CH3:26])=[O:23].C(Cl)(=O)C(Cl)=O.[CH3:33][O:34][C:35]1[CH:40]=[C:39]([C:41]([F:44])([F:43])[F:42])[CH:38]=[CH:37][C:36]=1[CH2:45][CH2:46][NH2:47].CCN(C(C)C)C(C)C. The catalyst is ClCCl.CN(C=O)C. The yield is 0.581. The product is [Cl:1][C:2]1[CH:3]=[C:4]2[C:9](=[CH:10][C:11]=1[O:12][C:13]1[CH:21]=[CH:20][C:16]([C:17](=[O:18])[NH:47][CH2:46][CH2:45][C:36]3[CH:37]=[CH:38][C:39]([C:41]([F:43])([F:44])[F:42])=[CH:40][C:35]=3[O:34][CH3:33])=[CH:15][CH:14]=1)[O:8][CH2:7][CH2:6][CH:5]2[C:22]([O:24][CH2:25][CH3:26])=[O:23]. (3) The reactants are [Cl:1][C:2]1[CH:7]=[CH:6][C:5]([CH:8]([C:21]([N:23]2[CH2:28][CH2:27][N:26]([C:29]3[C:30]4[CH2:37][CH2:36][CH:35]([OH:38])[C:31]=4[N:32]=[CH:33][N:34]=3)[CH2:25][CH2:24]2)=[O:22])[CH2:9][N:10]([CH:18]([CH3:20])[CH3:19])C(=O)OC(C)(C)C)=[CH:4][CH:3]=1.[ClH:39]. The catalyst is C(Cl)Cl.O1CCOCC1. The product is [ClH:1].[ClH:39].[Cl:1][C:2]1[CH:7]=[CH:6][C:5]([CH:8]([CH2:9][NH:10][CH:18]([CH3:20])[CH3:19])[C:21]([N:23]2[CH2:24][CH2:25][N:26]([C:29]3[C:30]4[CH2:37][CH2:36][CH:35]([OH:38])[C:31]=4[N:32]=[CH:33][N:34]=3)[CH2:27][CH2:28]2)=[O:22])=[CH:4][CH:3]=1. The yield is 0.990. (4) The reactants are [ClH:1].N[C:3]1[CH:4]=[CH:5][C:6]2[NH:11][C:10](=[O:12])[CH2:9][O:8][C:7]=2[CH:13]=1.N([O-])=O.[Na+].[S:18](=[O:20])=[O:19]. The catalyst is C(#N)C.O.O.O.[Cu](Cl)Cl.C(O)(=O)C. The product is [O:12]=[C:10]1[CH2:9][O:8][C:7]2[CH:13]=[C:3]([S:18]([Cl:1])(=[O:20])=[O:19])[CH:4]=[CH:5][C:6]=2[NH:11]1. The yield is 0.110. (5) The reactants are [C:1]([C:5]1[CH:10]=[CH:9][C:8]([S:11]([CH:14]2[CH2:19][CH2:18][NH:17][CH2:16][CH2:15]2)(=[O:13])=[O:12])=[CH:7][CH:6]=1)([CH3:4])([CH3:3])[CH3:2].Cl[C:21]1[CH:26]=[C:25]([C:27]([F:30])([F:29])[F:28])[CH:24]=[CH:23][N:22]=1.CCN(C(C)C)C(C)C. The catalyst is O1CCOCC1. The product is [C:1]([C:5]1[CH:6]=[CH:7][C:8]([S:11]([CH:14]2[CH2:15][CH2:16][N:17]([C:21]3[CH:26]=[C:25]([C:27]([F:30])([F:29])[F:28])[CH:24]=[CH:23][N:22]=3)[CH2:18][CH2:19]2)(=[O:13])=[O:12])=[CH:9][CH:10]=1)([CH3:4])([CH3:2])[CH3:3]. The yield is 0.390. (6) The reactants are [NH2:1][C:2]1[CH:7]=[CH:6][CH:5]=[CH:4][C:3]=1[NH:8][C:9]1[S:10][C:11]([C:15]([O:17][CH2:18][CH3:19])=[O:16])=[C:12]([CH3:14])[N:13]=1.[C:20](Cl)(Cl)=[O:21].C(=O)(O)[O-].[Na+]. The catalyst is ClCCl. The product is [CH3:14][C:12]1[N:13]=[C:9]([N:8]2[C:3]3[CH:4]=[CH:5][CH:6]=[CH:7][C:2]=3[NH:1][C:20]2=[O:21])[S:10][C:11]=1[C:15]([O:17][CH2:18][CH3:19])=[O:16]. The yield is 0.800. (7) The reactants are C(O[C:9]([NH:11][CH2:12][CH2:13][C@H:14]([NH:18][C:19]([O:21][C:22]([CH3:25])([CH3:24])[CH3:23])=[O:20])[C:15]([OH:17])=[O:16])=O)C1C=CC=CC=1.[CH2:26]=O. The catalyst is CO. The product is [C:22]([O:21][C:19]([NH:18][C@@H:14]([CH2:13][CH2:12][N:11]([CH3:9])[CH3:26])[C:15]([OH:17])=[O:16])=[O:20])([CH3:23])([CH3:24])[CH3:25]. The yield is 0.920.